Dataset: Full USPTO retrosynthesis dataset with 1.9M reactions from patents (1976-2016). Task: Predict the reactants needed to synthesize the given product. (1) The reactants are: Br[C:2]1[CH:7]=[CH:6][C:5]([C:8]([N:10]2[CH2:15][CH2:14][N:13]([C:16]3[C:21]([CH3:22])=[CH:20][C:19]([CH3:23])=[CH:18][N:17]=3)[CH2:12][CH2:11]2)=[O:9])=[C:4]([CH3:24])[CH:3]=1.[CH3:25][C@@H:26]1[CH2:30][O:29][C:28](=[O:31])[NH:27]1. Given the product [CH3:22][C:21]1[C:16]([N:13]2[CH2:14][CH2:15][N:10]([C:8]([C:5]3[CH:6]=[CH:7][C:2]([N:27]4[C@H:26]([CH3:25])[CH2:30][O:29][C:28]4=[O:31])=[CH:3][C:4]=3[CH3:24])=[O:9])[CH2:11][CH2:12]2)=[N:17][CH:18]=[C:19]([CH3:23])[CH:20]=1, predict the reactants needed to synthesize it. (2) Given the product [F:17][C:11]1[C:12]([F:16])=[CH:13][CH:14]=[CH:15][C:10]=1[CH2:9][S:8][C:6]1[N:7]=[C:2]([NH:22][C@H:23]([CH3:26])[CH2:24][OH:25])[C:3]2[CH2:20][C:19](=[O:21])[NH:18][C:4]=2[N:5]=1, predict the reactants needed to synthesize it. The reactants are: Cl[C:2]1[C:3]2[CH2:20][C:19](=[O:21])[NH:18][C:4]=2[N:5]=[C:6]([S:8][CH2:9][C:10]2[CH:15]=[CH:14][CH:13]=[C:12]([F:16])[C:11]=2[F:17])[N:7]=1.[NH2:22][C@H:23]([CH3:26])[CH2:24][OH:25]. (3) Given the product [CH2:1]([O:3][C:4]([C@@:6]12[CH2:24][C@H:23]1[CH:22]=[CH:21][CH2:20][CH2:19][CH2:18][CH2:17][CH2:16][C@H:15]([NH:25][C:26]([O:28][C:29]([CH3:31])([CH3:30])[CH3:32])=[O:27])[C:14](=[O:33])[N:13]1[C@@H:9]([CH2:10][C@@H:11]([O:34][C:41]([N:43]3[CH2:44][CH2:45][C:62]4[C:57](=[CH:58][CH:59]=[CH:60][CH:61]=4)[CH2:47]3)=[O:42])[CH2:12]1)[C:8](=[O:35])[NH:7]2)=[O:5])[CH3:2], predict the reactants needed to synthesize it. The reactants are: [CH2:1]([O:3][C:4]([C@@:6]12[CH2:24][C@H:23]1[CH:22]=[CH:21][CH2:20][CH2:19][CH2:18][CH2:17][CH2:16][C@H:15]([NH:25][C:26]([O:28][C:29]([CH3:32])([CH3:31])[CH3:30])=[O:27])[C:14](=[O:33])[N:13]1[C@@H:9]([CH2:10][C@@H:11]([OH:34])[CH2:12]1)[C:8](=[O:35])[NH:7]2)=[O:5])[CH3:2].C1N=CN([C:41]([N:43]2[CH:47]=N[CH:45]=[CH:44]2)=[O:42])C=1.C(Cl)Cl.CO.C1[C:62]2[C:57](=[CH:58][CH:59]=[CH:60][CH:61]=2)CCN1. (4) Given the product [Cl:24][C:8]([C:7]1[CH:11]=[CH:12][C:13]([O:14][CH3:15])=[C:5]([O:4][C:1](=[O:3])[CH3:2])[CH:6]=1)=[O:9], predict the reactants needed to synthesize it. The reactants are: [C:1]([O:4][C:5]1[CH:6]=[C:7]([CH:11]=[CH:12][C:13]=1[O:14][CH3:15])[C:8](O)=[O:9])(=[O:3])[CH3:2].CN(C=O)C.C(Cl)(=O)C([Cl:24])=O. (5) The reactants are: [CH2:1]([O:8][CH2:9][CH2:10][CH2:11][C:12]([OH:14])=[O:13])[C:2]1[CH:7]=[CH:6][CH:5]=[CH:4][CH:3]=1.C(=O)=O.CC(C)=O.[CH2:22]=[C:23]([CH3:25])[CH3:24].OS(O)(=O)=O. Given the product [C:23]([O:13][C:12](=[O:14])[CH2:11][CH2:10][CH2:9][O:8][CH2:1][C:2]1[CH:7]=[CH:6][CH:5]=[CH:4][CH:3]=1)([CH3:25])([CH3:24])[CH3:22], predict the reactants needed to synthesize it. (6) Given the product [C:8]([S:11][CH:12]1[CH2:17][CH2:16][N:15]([CH:33]([C:39]2[CH:44]=[CH:43][CH:42]=[CH:41][C:40]=2[F:45])[C:34]([CH:36]2[CH2:37][CH2:38]2)=[O:35])[CH2:14]/[C:13]/1=[CH:18]\[C:19]1[N:20]=[C:21]([NH:24][C:25]([O:27][C:28]([CH3:31])([CH3:30])[CH3:29])=[O:26])[S:22][CH:23]=1)(=[O:10])[CH3:9], predict the reactants needed to synthesize it. The reactants are: FC(F)(F)C(O)=O.[C:8]([S:11][CH:12]1[CH2:17][CH2:16][NH:15][CH2:14]/[C:13]/1=[CH:18]\[C:19]1[N:20]=[C:21]([NH:24][C:25]([O:27][C:28]([CH3:31])([CH3:30])[CH3:29])=[O:26])[S:22][CH:23]=1)(=[O:10])[CH3:9].Br[CH:33]([C:39]1[CH:44]=[CH:43][CH:42]=[CH:41][C:40]=1[F:45])[C:34]([CH:36]1[CH2:38][CH2:37]1)=[O:35].C(N(CC)CC)C. (7) The reactants are: [H-].[Na+].[C:3]([NH2:12])(=[O:11])[C:4]1[C:5](=[CH:7][CH:8]=[CH:9][CH:10]=1)[OH:6].Cl[C:14]1[C:23]2[C:18](=[CH:19][CH:20]=[C:21]([O:24][CH2:25][CH3:26])[CH:22]=2)[N:17]=[C:16]([C:27]2[CH:28]=[N:29][CH:30]=[CH:31][CH:32]=2)[N:15]=1.O. Given the product [CH2:25]([O:24][C:21]1[CH:22]=[C:23]2[C:18](=[CH:19][CH:20]=1)[N:17]=[C:16]([C:27]1[CH:28]=[N:29][CH:30]=[CH:31][CH:32]=1)[N:15]=[C:14]2[O:6][C:5]1[CH:7]=[CH:8][CH:9]=[CH:10][C:4]=1[C:3]([NH2:12])=[O:11])[CH3:26], predict the reactants needed to synthesize it. (8) The reactants are: C[O:2]/[CH:3]=[CH:4]/[C:5]([CH3:14])([CH3:13])[CH2:6][CH2:7][CH2:8][CH2:9][CH2:10][CH2:11][OH:12].C(O)=O.OC1C2NC(=O)SC=2C([C@@H](O)CNCCC(C)(C)CCCCCCN2CCC3(OCCN(C(C4N=C(C(C)C)SC=4)=O)C3)CC2)=CC=1.C(N(CC)CC)C.[CH3:72][S:73](Cl)(=[O:75])=[O:74]. Given the product [CH3:72][S:73]([O:12][CH2:11][CH2:10][CH2:9][CH2:8][CH2:7][CH2:6][C:5]([CH3:14])([CH3:13])[CH2:4][CH:3]=[O:2])(=[O:75])=[O:74], predict the reactants needed to synthesize it. (9) Given the product [Br:17][C:18]1[N:19]=[CH:20][C:21]([C:22]([N:12]2[CH2:13][CH2:14][CH:9]([O:8][C:7]3[CH:15]=[CH:16][C:4]([CH:1]4[CH2:2][CH2:3]4)=[CH:5][CH:6]=3)[CH2:10][CH2:11]2)=[O:23])=[CH:25][CH:26]=1, predict the reactants needed to synthesize it. The reactants are: [CH:1]1([C:4]2[CH:16]=[CH:15][C:7]([O:8][CH:9]3[CH2:14][CH2:13][NH:12][CH2:11][CH2:10]3)=[CH:6][CH:5]=2)[CH2:3][CH2:2]1.[Br:17][C:18]1[CH:26]=[CH:25][C:21]([C:22](O)=[O:23])=[CH:20][N:19]=1.